Dataset: Reaction yield outcomes from USPTO patents with 853,638 reactions. Task: Predict the reaction yield, written as a fraction of the theoretical maximum amount of product (1.0 means a 100% yield; for example, 0.34 means a 34% yield). (1) The reactants are [O:1]1[C:5]2[CH:6]=[CH:7][C:8]([C:10]3([C:13]([NH:15][C:16]4[CH:17]=[C:18]5[C:22](=[CH:23][CH:24]=4)[NH:21][CH:20]([C:25]([CH3:28])([CH3:27])[CH3:26])[CH2:19]5)=[O:14])[CH2:12][CH2:11]3)=[CH:9][C:4]=2[O:3][CH2:2]1.O=[CH:30][CH2:31][CH2:32][C:33]([OH:35])=[O:34].[BH3-]C#N.[Na+]. The catalyst is CO.CC(O)=O. The product is [O:1]1[C:5]2[CH:6]=[CH:7][C:8]([C:10]3([C:13]([NH:15][C:16]4[CH:17]=[C:18]5[C:22](=[CH:23][CH:24]=4)[N:21]([CH2:30][CH2:31][CH2:32][C:33]([OH:35])=[O:34])[CH:20]([C:25]([CH3:28])([CH3:27])[CH3:26])[CH2:19]5)=[O:14])[CH2:12][CH2:11]3)=[CH:9][C:4]=2[O:3][CH2:2]1. The yield is 0.300. (2) The reactants are N[C@H](C(O)=O)CS.C1(=O)NC(=O)C=C1.[OH:15][C:16]([CH2:18][CH2:19][CH2:20][CH2:21][C@H:22]1[C@@H:30]2[C@@H:25]([NH:26][C:27]([NH:29]2)=[O:28])[CH2:24][S:23]1)=[O:17]. No catalyst specified. The product is [OH:17][C:16]([CH2:18][CH2:19][CH2:20][CH2:21][C@H:22]1[C@@H:30]2[C@@H:25]([NH:26][C:27]([NH:29]2)=[O:28])[CH2:24][S:23]1)=[O:15]. The yield is 1.00. (3) The reactants are [CH3:1][O:2][C:3](=[O:53])[C@H:4]([CH2:17][C:18]1[CH:23]=[CH:22][C:21]([NH:24][C:25](=[O:52])[C@H:26]([NH:34]C(OCC2C3C(=CC=CC=3)C3C2=CC=CC=3)=O)[CH2:27][C:28]2[CH:29]=[N:30][CH:31]=[CH:32][CH:33]=2)=[CH:20][CH:19]=1)[NH:5][C:6]([C:8]1[C:13]([CH3:14])=[CH:12][CH:11]=[CH:10][C:9]=1[CH2:15][CH3:16])=[S:7].N1CCCCC1. The catalyst is CN1C(=O)CCC1.CCCCCC. The product is [CH3:1][O:2][C:3](=[O:53])[C@H:4]([CH2:17][C:18]1[CH:23]=[CH:22][C:21]([NH:24][C:25](=[O:52])[C@H:26]([NH2:34])[CH2:27][C:28]2[CH:29]=[N:30][CH:31]=[CH:32][CH:33]=2)=[CH:20][CH:19]=1)[NH:5][C:6]([C:8]1[C:13]([CH3:14])=[CH:12][CH:11]=[CH:10][C:9]=1[CH2:15][CH3:16])=[S:7]. The yield is 0.810.